Predict the reactants needed to synthesize the given product. From a dataset of Full USPTO retrosynthesis dataset with 1.9M reactions from patents (1976-2016). (1) Given the product [Br:1][C:2]1[CH:7]=[CH:6][C:5]([C:8]2[C:9]([S:14]([Cl:32])(=[O:17])=[O:15])=[CH:10][CH:11]=[CH:12][CH:13]=2)=[CH:4][CH:3]=1, predict the reactants needed to synthesize it. The reactants are: [Br:1][C:2]1[CH:7]=[CH:6][C:5]([C:8]2[C:9]([S:14]([OH:17])(=O)=[O:15])=[CH:10][CH:11]=[CH:12][CH:13]=2)=[CH:4][CH:3]=1.CN(C=O)C.C1(C)C=CC=CC=1.S(Cl)([Cl:32])=O. (2) Given the product [CH3:12][S:13]([C:16]1[CH:17]=[C:18]([S:22]([O-:24])=[O:23])[CH:19]=[CH:20][CH:21]=1)(=[O:15])=[O:14].[Na+:5], predict the reactants needed to synthesize it. The reactants are: S([O-])([O-])=O.[Na+:5].[Na+].C(=O)([O-])O.[Na+].[CH3:12][S:13]([C:16]1[CH:17]=[C:18]([S:22](Cl)(=[O:24])=[O:23])[CH:19]=[CH:20][CH:21]=1)(=[O:15])=[O:14]. (3) Given the product [CH3:8][NH:11][C@H:15]([CH3:23])[CH2:16][C:17]1[CH:22]=[CH:21][CH:20]=[CH:19][CH:18]=1, predict the reactants needed to synthesize it. The reactants are: [H-].[H-].[H-].[H-].[Li+].[Al+3].C[C:8]([N:11]([C@H:15]([CH3:23])[CH2:16][C:17]1[CH:22]=[CH:21][CH:20]=[CH:19][CH:18]=1)C(=O)[O-])(C)C. (4) Given the product [C:23]([O:22][C:20]([NH:19][C:17]1[CH:18]=[C:14]([C:12]2[NH:11][C:9]3=[N:10][C:5]([C:3]([OH:4])=[O:2])=[CH:6][CH:7]=[C:8]3[N:13]=2)[N:15]([CH3:27])[CH:16]=1)=[O:21])([CH3:26])([CH3:24])[CH3:25], predict the reactants needed to synthesize it. The reactants are: C[O:2][C:3]([C:5]1[N:10]=[C:9]2[NH:11][C:12]([C:14]3[N:15]([CH3:27])[CH:16]=[C:17]([NH:19][C:20]([O:22][C:23]([CH3:26])([CH3:25])[CH3:24])=[O:21])[CH:18]=3)=[N:13][C:8]2=[CH:7][CH:6]=1)=[O:4].Cl.